The task is: Predict which catalyst facilitates the given reaction.. This data is from Catalyst prediction with 721,799 reactions and 888 catalyst types from USPTO. (1) Reactant: [CH:1]1([N+:4]#[C-:5])[CH2:3][CH2:2]1.[O:6]=[CH:7][C@@H:8]([NH:12][C:13](=[O:19])[O:14][C:15]([CH3:18])([CH3:17])[CH3:16])[CH2:9][CH2:10][CH3:11].C(O)(=[O:22])C. Product: [CH:1]1([NH:4][C:5](=[O:22])[CH:7]([OH:6])[C@@H:8]([NH:12][C:13](=[O:19])[O:14][C:15]([CH3:18])([CH3:17])[CH3:16])[CH2:9][CH2:10][CH3:11])[CH2:3][CH2:2]1. The catalyst class is: 124. (2) Product: [CH3:1][N:2]1[C:6]2=[N+:7]([O-:22])[CH:8]=[C:9]([N+:11]([O-:13])=[O:12])[CH:10]=[C:5]2[N:4]=[C:3]1[C:14]([F:17])([F:15])[F:16]. Reactant: [CH3:1][N:2]1[C:6]2=[N:7][CH:8]=[C:9]([N+:11]([O-:13])=[O:12])[CH:10]=[C:5]2[N:4]=[C:3]1[C:14]([F:17])([F:16])[F:15].OO.NC(N)=[O:22].C(OC(C(F)(F)F)=O)(C(F)(F)F)=O. The catalyst class is: 6.